Dataset: Full USPTO retrosynthesis dataset with 1.9M reactions from patents (1976-2016). Task: Predict the reactants needed to synthesize the given product. (1) Given the product [ClH:23].[F:22][C:2]([F:1])([F:21])[C:3]1[CH:20]=[CH:19][CH:18]=[CH:17][C:4]=1[O:5][CH:6]1[CH2:9][NH:8][CH2:7]1, predict the reactants needed to synthesize it. The reactants are: [F:1][C:2]([F:22])([F:21])[C:3]1[CH:20]=[CH:19][CH:18]=[CH:17][C:4]=1[O:5][CH:6]1[CH2:9][N:8](C(OC(C)(C)C)=O)[CH2:7]1.[ClH:23].O1CCOCC1. (2) Given the product [Br:19][C:20]1[CH:26]=[CH:25][C:23]([NH:24][C:10]2[C:5]([C:3]([OH:2])=[O:4])=[N:6][N:7]([C:13]3[CH:18]=[CH:17][CH:16]=[CH:15][CH:14]=3)[C:8](=[O:12])[CH:9]=2)=[C:22]([F:27])[CH:21]=1, predict the reactants needed to synthesize it. The reactants are: C[O:2][C:3]([C:5]1[C:10](Cl)=[CH:9][C:8](=[O:12])[N:7]([C:13]2[CH:18]=[CH:17][CH:16]=[CH:15][CH:14]=2)[N:6]=1)=[O:4].[Br:19][C:20]1[CH:26]=[CH:25][C:23]([NH2:24])=[C:22]([F:27])[CH:21]=1.C(=O)([O-])[O-].[Cs+].[Cs+].O.